This data is from Full USPTO retrosynthesis dataset with 1.9M reactions from patents (1976-2016). The task is: Predict the reactants needed to synthesize the given product. (1) Given the product [Cl:8][C:6]1[CH:5]=[CH:4][C:3]([N:9]2[CH:13]=[CH:12][CH:11]=[CH:10]2)=[C:2]([CH:28]([C:27]2[CH:30]=[CH:31][CH:32]=[C:33]([Cl:34])[C:26]=2[Cl:25])[OH:29])[CH:7]=1, predict the reactants needed to synthesize it. The reactants are: Br[C:2]1[CH:7]=[C:6]([Cl:8])[CH:5]=[CH:4][C:3]=1[N:9]1[CH:13]=[CH:12][CH:11]=[CH:10]1.CCCCCC.C([Li])CCC.[Cl:25][C:26]1[C:33]([Cl:34])=[CH:32][CH:31]=[CH:30][C:27]=1[CH:28]=[O:29].[Cl-].[NH4+]. (2) Given the product [ClH:28].[Cl:28][C:24]1[CH:23]=[C:22]([CH2:21][C@H:15]([NH2:14])[CH2:16][N:18]([CH3:20])[CH3:19])[CH:27]=[CH:26][CH:25]=1, predict the reactants needed to synthesize it. The reactants are: [H-].[Al+3].[Li+].[H-].[H-].[H-].FC(F)(F)C(O)=O.[NH2:14][C@@H:15]([CH2:21][C:22]1[CH:27]=[CH:26][CH:25]=[C:24]([Cl:28])[CH:23]=1)[C:16]([N:18]([CH3:20])[CH3:19])=O.C(OCC)(=O)C.[OH-].[Na+]. (3) Given the product [C:1]1([P:7](=[O:8])([CH:16]=[CH2:17])[CH:11]=[CH2:15])[CH:6]=[CH:5][CH:4]=[CH:3][CH:2]=1, predict the reactants needed to synthesize it. The reactants are: [C:1]1([P:7](Cl)(Cl)=[O:8])[CH:6]=[CH:5][CH:4]=[CH:3][CH:2]=1.[CH2:11]1[CH2:15]OCC1.[CH:16]([Mg]Br)=[CH2:17].Cl. (4) Given the product [I:1][C:2]1[CH:3]=[CH:4][C:5]2[N:6]([C:8]([CH3:15])=[C:9]([C:11]3[O:12][C:16]([CH3:17])=[N:14][N:13]=3)[N:10]=2)[CH:7]=1, predict the reactants needed to synthesize it. The reactants are: [I:1][C:2]1[CH:3]=[CH:4][C:5]2[N:6]([C:8]([CH3:15])=[C:9]([C:11]([NH:13][NH2:14])=[O:12])[N:10]=2)[CH:7]=1.[C:16](OCC)(OCC)(OCC)[CH3:17]. (5) Given the product [F:1][C:2]1[CH:3]=[C:4]2[C:8](=[CH:9][CH:10]=1)[CH:7]([NH:11][C:12]1[CH:21]=[CH:20][C:19]3[C:14](=[CH:15][CH:16]=[C:17]([NH:22][C:24]([NH:36][CH:37]4[CH2:42][CH2:41][N:40]([CH2:43][CH2:44][OH:45])[CH2:39][CH2:38]4)=[O:25])[CH:18]=3)[N:13]=1)[CH2:6][CH2:5]2, predict the reactants needed to synthesize it. The reactants are: [F:1][C:2]1[CH:3]=[C:4]2[C:8](=[CH:9][CH:10]=1)[CH:7]([NH:11][C:12]1[CH:21]=[CH:20][C:19]3[C:14](=[CH:15][CH:16]=[C:17]([NH2:22])[CH:18]=3)[N:13]=1)[CH2:6][CH2:5]2.Cl[C:24](OC1C=CC([N+]([O-])=O)=CC=1)=[O:25].[NH2:36][CH:37]1[CH2:42][CH2:41][N:40]([CH2:43][CH2:44][OH:45])[CH2:39][CH2:38]1.